Dataset: Full USPTO retrosynthesis dataset with 1.9M reactions from patents (1976-2016). Task: Predict the reactants needed to synthesize the given product. (1) Given the product [CH3:21][N:22]1[CH2:27][CH2:26][C:25]([CH2:35][O:13][C:12]([C:4]2[C:5]3[C:10](=[CH:9][CH:8]=[CH:7][CH:6]=3)[CH:11]=[C:2]([Br:1])[CH:3]=2)=[O:14])([C:28]2[CH:29]=[CH:30][C:31]([F:34])=[CH:32][CH:33]=2)[CH2:24][CH2:23]1, predict the reactants needed to synthesize it. The reactants are: [Br:1][C:2]1[CH:3]=[C:4]([C:12]([OH:14])=[O:13])[C:5]2[C:10]([CH:11]=1)=[CH:9][CH:8]=[CH:7][CH:6]=2.C(Cl)(=O)C(Cl)=O.[CH3:21][N:22]1[CH2:27][CH2:26][C:25]([CH2:35]O)([C:28]2[CH:33]=[CH:32][C:31]([F:34])=[CH:30][CH:29]=2)[CH2:24][CH2:23]1.C(N(CC)CC)C. (2) Given the product [C:1]([O:5][C:6]([NH:8][CH2:9][CH:10]1[CH2:19][CH2:18][C:17]2[CH:16]=[C:15]([CH2:20][N:57]3[CH2:56][CH2:55][N:54]([S:51]([C:46]4[CH:45]=[CH:44][C:43]5[C:48](=[CH:49][CH:50]=[C:41]([Cl:40])[CH:42]=5)[CH:47]=4)(=[O:53])=[O:52])[CH2:59][CH2:58]3)[CH:14]=[CH:13][C:12]=2[CH2:11]1)=[O:7])([CH3:4])([CH3:3])[CH3:2], predict the reactants needed to synthesize it. The reactants are: [C:1]([O:5][C:6]([NH:8][CH2:9][CH:10]1[CH2:19][CH2:18][C:17]2[C:12](=[CH:13][CH:14]=[C:15]([CH2:20]O)[CH:16]=2)[CH2:11]1)=[O:7])([CH3:4])([CH3:3])[CH3:2].[Cr](Cl)([O-])(=O)=O.[NH+]1C=CC=CC=1.FC(F)(F)C(O)=O.[Cl:40][C:41]1[CH:42]=[C:43]2[C:48](=[CH:49][CH:50]=1)[CH:47]=[C:46]([S:51]([N:54]1[CH2:59][CH2:58][NH:57][CH2:56][CH2:55]1)(=[O:53])=[O:52])[CH:45]=[CH:44]2.C(=O)(O)[O-].[Na+].